Dataset: Full USPTO retrosynthesis dataset with 1.9M reactions from patents (1976-2016). Task: Predict the reactants needed to synthesize the given product. (1) Given the product [CH2:23]([S:27][C:5](=[O:22])[C:6]1[CH:7]=[CH:8][C:9]([CH2:12][N:13]2[CH2:18][CH2:17][CH2:16][N:15]3[CH2:19][CH2:20][CH2:21][CH:14]23)=[CH:10][CH:11]=1)[CH2:24][CH2:25][CH3:26], predict the reactants needed to synthesize it. The reactants are: [H-].[Li+].CO[C:5](=[O:22])[C:6]1[CH:11]=[CH:10][C:9]([CH2:12][N:13]2[CH2:18][CH2:17][CH2:16][N:15]3[CH2:19][CH2:20][CH2:21][CH:14]23)=[CH:8][CH:7]=1.[CH2:23]([SH:27])[CH2:24][CH2:25][CH3:26]. (2) Given the product [F:21][C:20]([F:23])([F:22])[O:19][C:16]1[CH:15]=[CH:14][C:13]([N:9]2[C:10]3[CH:11]=[CH:12][C:4]4[CH:3]=[C:2]([CH:26]=[CH2:27])[CH:25]=[CH:24][C:5]=4[C:6]=3[CH:7]=[N:8]2)=[CH:18][CH:17]=1, predict the reactants needed to synthesize it. The reactants are: Br[C:2]1[CH:25]=[CH:24][C:5]2[C:6]3[CH:7]=[N:8][N:9]([C:13]4[CH:18]=[CH:17][C:16]([O:19][C:20]([F:23])([F:22])[F:21])=[CH:15][CH:14]=4)[C:10]=3[CH:11]=[CH:12][C:4]=2[CH:3]=1.[CH2:26]([Sn](CCCC)(CCCC)C=C)[CH2:27]CC. (3) Given the product [Cl:1][C:2]1[CH:23]=[C:22]([F:24])[CH:21]=[C:20]([Cl:25])[C:3]=1[O:4][CH:5]1[CH2:10][CH2:9][N:8]([CH2:11][CH2:12][C@H:13]2[CH2:14][CH2:15][C@H:16]([NH:19][C:30]([CH:26]3[CH2:29][CH2:28][CH2:27]3)=[O:31])[CH2:17][CH2:18]2)[CH2:7][CH2:6]1, predict the reactants needed to synthesize it. The reactants are: [Cl:1][C:2]1[CH:23]=[C:22]([F:24])[CH:21]=[C:20]([Cl:25])[C:3]=1[O:4][CH:5]1[CH2:10][CH2:9][N:8]([CH2:11][CH2:12][C@H:13]2[CH2:18][CH2:17][C@H:16]([NH2:19])[CH2:15][CH2:14]2)[CH2:7][CH2:6]1.[CH:26]1([C:30](O)=[O:31])[CH2:29][CH2:28][CH2:27]1. (4) Given the product [CH2:11]([C:15]1[CH:16]=[CH:17][C:18]([C:21]#[C:22][C:64]2[CH:69]=[CH:68][CH:67]=[C:66]([F:70])[C:65]=2[CH2:71][CH2:72][CH3:73])=[CH:19][CH:20]=1)[CH2:12][CH2:13][CH3:14], predict the reactants needed to synthesize it. The reactants are: C[Si]([N-][Si](C)(C)C)(C)C.[Li+].[CH2:11]([C:15]1[CH:20]=[CH:19][C:18]([C:21]#[CH:22])=[CH:17][CH:16]=1)[CH2:12][CH2:13][CH3:14].COB1C2CCCC1CCC2.C1(P(C2CCCCC2)C2C=CC=CC=2C2C(OC)=CC=CC=2OC)CCCCC1.Br[C:64]1[CH:69]=[CH:68][CH:67]=[C:66]([F:70])[C:65]=1[CH2:71][CH2:72][CH3:73]. (5) Given the product [S:1]1[CH:5]=[C:4]([CH2:6][C@@H:7]([C:19]2[N:23]([C@@H:24]([CH2:29][CH2:30][CH2:31][CH3:32])[C:25]([OH:27])=[O:26])[N:22]=[N:21][N:20]=2)[NH:8][C:9]([O:11][CH2:12][C:13]2[CH:18]=[CH:17][CH:16]=[CH:15][CH:14]=2)=[O:10])[C:3]2[CH:33]=[CH:34][CH:35]=[CH:36][C:2]1=2, predict the reactants needed to synthesize it. The reactants are: [S:1]1[CH:5]=[C:4]([CH2:6][C@@H:7]([C:19]2[N:23]([C@@H:24]([CH2:29][CH2:30][CH2:31][CH3:32])[C:25]([O:27]C)=[O:26])[N:22]=[N:21][N:20]=2)[NH:8][C:9]([O:11][CH2:12][C:13]2[CH:18]=[CH:17][CH:16]=[CH:15][CH:14]=2)=[O:10])[C:3]2[CH:33]=[CH:34][CH:35]=[CH:36][C:2]1=2.CO.[OH-].[Li+].Cl. (6) Given the product [CH2:1]([O:3][C:4](=[O:21])[CH2:5][C:6]1[CH:11]=[C:10]([OH:12])[CH:9]=[CH:8][C:7]=1[Cl:20])[CH3:2], predict the reactants needed to synthesize it. The reactants are: [CH2:1]([O:3][C:4](=[O:21])[CH2:5][C:6]1[CH:11]=[C:10]([O:12]CC2C=CC=CC=2)[CH:9]=[CH:8][C:7]=1[Cl:20])[CH3:2].